From a dataset of Forward reaction prediction with 1.9M reactions from USPTO patents (1976-2016). Predict the product of the given reaction. (1) Given the reactants [H-].[Na+].[CH:3]([N:6]1[CH2:11][CH2:10][CH:9]([CH:12]=O)[CH2:8][CH2:7]1)([CH3:5])[CH3:4].[OH2:14].[O:15]1[CH2:19][CH2:18][CH2:17][CH2:16]1, predict the reaction product. The product is: [CH:3]([N:6]1[CH2:7][CH2:8][CH:9]([CH:12]=[CH:17][C:16]([O:15][CH2:19][CH3:18])=[O:14])[CH2:10][CH2:11]1)([CH3:4])[CH3:5]. (2) Given the reactants [F:1][C:2]([F:33])([F:32])[C:3]1[CH:4]=[C:5]([C@H:13]2[O:17][C:16](=[O:18])[N:15]([CH2:19][C:20]3[CH:25]=[C:24]([C:26]([F:29])([F:28])[F:27])[CH:23]=[CH:22][C:21]=3I)[C@H:14]2[CH3:31])[CH:6]=[C:7]([C:9]([F:12])([F:11])[F:10])[CH:8]=1.[CH:34]([C:36]1[CH:37]=[CH:38][C:39]([O:45][CH3:46])=[C:40](B(O)O)[CH:41]=1)=[O:35].C(=O)([O-])[O-].[Na+].[Na+].C(Cl)Cl, predict the reaction product. The product is: [F:1][C:2]([F:33])([F:32])[C:3]1[CH:4]=[C:5]([C@H:13]2[O:17][C:16](=[O:18])[N:15]([CH2:19][C:20]3[CH:25]=[C:24]([C:26]([F:29])([F:28])[F:27])[CH:23]=[CH:22][C:21]=3[C:38]3[C:39]([O:45][CH3:46])=[CH:40][CH:41]=[C:36]([CH:34]=[O:35])[CH:37]=3)[C@H:14]2[CH3:31])[CH:6]=[C:7]([C:9]([F:12])([F:11])[F:10])[CH:8]=1. (3) Given the reactants [C:1]([O:5][C:6]([N:8]([CH3:13])[CH2:9][C:10]([OH:12])=O)=[O:7])([CH3:4])([CH3:3])[CH3:2].C(N(CC)C(C)C)(C)C.O.ON1C2C=CC=CC=2N=N1.[BrH:34].[Br-].[CH3:36][NH:37][CH2:38][CH2:39][CH2:40][P+:41]([C:54]1[CH:59]=[CH:58][CH:57]=[CH:56][CH:55]=1)([C:48]1[CH:53]=[CH:52][CH:51]=[CH:50][CH:49]=1)[C:42]1[CH:47]=[CH:46][CH:45]=[CH:44][CH:43]=1.Cl.C(N=C=NCCCN(C)C)C, predict the reaction product. The product is: [C:1]([O:5][C:6]([N:8]([CH3:13])[CH2:9][C:10]([N:37]([CH3:36])[CH2:38][CH2:39][CH2:40][P+:41]([C:54]1[CH:59]=[CH:58][CH:57]=[CH:56][CH:55]=1)([C:42]1[CH:43]=[CH:44][CH:45]=[CH:46][CH:47]=1)[C:48]1[CH:53]=[CH:52][CH:51]=[CH:50][CH:49]=1)=[O:12])=[O:7])([CH3:2])([CH3:3])[CH3:4].[Br-:34].